The task is: Predict the product of the given reaction.. This data is from Forward reaction prediction with 1.9M reactions from USPTO patents (1976-2016). Given the reactants N#N.[CH3:3][C:4]1([C:9]2[O:13][C:12]([CH2:14]O)=[CH:11][CH:10]=2)[O:8][CH2:7][CH2:6][O:5]1.CCN(CC)CC.C(Cl)[Cl:24], predict the reaction product. The product is: [Cl:24][CH2:14][C:12]1[O:13][C:9]([C:4]2([CH3:3])[O:8][CH2:7][CH2:6][O:5]2)=[CH:10][CH:11]=1.